Dataset: Forward reaction prediction with 1.9M reactions from USPTO patents (1976-2016). Task: Predict the product of the given reaction. (1) The product is: [S:2]1[C:6]2[CH:7]=[CH:8][CH:9]=[CH:10][C:5]=2[N:4]=[C:3]1[O:11][C:12]1[CH:13]=[C:14]([CH:24]=[C:25]([O:27][C@@H:28]([CH3:38])[CH2:29][OH:30])[CH:26]=1)[C:15]([NH:17][C:18]1[CH:22]=[CH:21][N:20]([CH3:23])[N:19]=1)=[O:16]. Given the reactants Cl.[S:2]1[C:6]2[CH:7]=[CH:8][CH:9]=[CH:10][C:5]=2[N:4]=[C:3]1[O:11][C:12]1[CH:13]=[C:14]([CH:24]=[C:25]([O:27][C@@H:28]([CH3:38])[CH2:29][O:30][Si](C(C)(C)C)(C)C)[CH:26]=1)[C:15]([NH:17][C:18]1[CH:22]=[CH:21][N:20]([CH3:23])[N:19]=1)=[O:16].C(=O)(O)[O-].[Na+], predict the reaction product. (2) Given the reactants CO.[N:3]1[N:4]=[C:5]([CH2:8][CH2:9][CH2:10][CH2:11][C:12]([O:14]C)=[O:13])[NH:6][CH:7]=1.[OH-].[Li+].Cl, predict the reaction product. The product is: [N:3]1[N:4]=[C:5]([CH2:8][CH2:9][CH2:10][CH2:11][C:12]([OH:14])=[O:13])[NH:6][CH:7]=1. (3) Given the reactants ClC1C=C(C=CC=1)C(OO)=[O:6].[Br:12][C:13]1[C:22]([O:23][CH3:24])=[C:21]2[C:16]([C:17](=[O:35])[C:18]([C:30]([O:32][CH2:33][CH3:34])=[O:31])=[C:19]([S:28][CH3:29])[N:20]2[CH:25]2[CH2:27][CH2:26]2)=[CH:15][CH:14]=1, predict the reaction product. The product is: [Br:12][C:13]1[C:22]([O:23][CH3:24])=[C:21]2[C:16]([C:17](=[O:35])[C:18]([C:30]([O:32][CH2:33][CH3:34])=[O:31])=[C:19]([S:28]([CH3:29])=[O:6])[N:20]2[CH:25]2[CH2:26][CH2:27]2)=[CH:15][CH:14]=1. (4) Given the reactants [N+:1]([C:4]1[CH:9]=[CH:8][CH:7]=[CH:6][C:5]=1[CH3:10])([O-:3])=[O:2].[OH-].[K+].[CH:13](=[O:18])[C:14]([CH3:17])([CH3:16])[CH3:15].Cl, predict the reaction product. The product is: [CH3:15][C:14]([CH3:17])([CH3:16])[CH:13]([OH:18])[CH2:10][C:5]1[CH:6]=[CH:7][CH:8]=[CH:9][C:4]=1[N+:1]([O-:3])=[O:2]. (5) Given the reactants [CH2:1]([N:8]1[CH2:13][C:12](=[O:14])[NH:11][CH:10]([CH2:15][C:16]2[CH:21]=[CH:20][C:19]([O:22][CH2:23][CH2:24][CH2:25]Br)=[CH:18][CH:17]=2)[C:9]1=[O:27])[C:2]1[CH:7]=[CH:6][CH:5]=[CH:4][CH:3]=1.[CH3:28][O-:29].[Na+], predict the reaction product. The product is: [CH2:1]([N:8]1[CH2:13][C:12](=[O:14])[NH:11][CH:10]([CH2:15][C:16]2[CH:21]=[CH:20][C:19]([O:22][CH2:23][CH2:24][CH2:25][O:29][CH3:28])=[CH:18][CH:17]=2)[C:9]1=[O:27])[C:2]1[CH:7]=[CH:6][CH:5]=[CH:4][CH:3]=1. (6) Given the reactants [C:1]([O:5][C:6](=[O:15])[NH:7][C@H:8]([C:12](=O)[NH2:13])[CH2:9][C:10]#[CH:11])([CH3:4])([CH3:3])[CH3:2].N1C=CC=CC=1.FC(F)(F)C(OC(=O)C(F)(F)F)=O, predict the reaction product. The product is: [C:1]([O:5][C:6](=[O:15])[NH:7][C@H:8]([C:12]#[N:13])[CH2:9][C:10]#[CH:11])([CH3:4])([CH3:2])[CH3:3]. (7) Given the reactants Br[C:2]1[C:9]([C:10]#[N:11])=[C:8]([O:12][CH:13]([CH3:15])[CH3:14])[C:7]([O:16][CH:17]([CH3:19])[CH3:18])=[CH:6][C:3]=1[C:4]#[N:5].[SH:20][C:21]1[S:22][C:23]2[CH:29]=[CH:28][CH:27]=[CH:26][C:24]=2[N:25]=1.Cl, predict the reaction product. The product is: [S:22]1[C:23]2[CH:29]=[CH:28][CH:27]=[CH:26][C:24]=2[N:25]=[C:21]1[S:20][C:2]1[C:9]([C:10]#[N:11])=[C:8]([O:12][CH:13]([CH3:15])[CH3:14])[C:7]([O:16][CH:17]([CH3:19])[CH3:18])=[CH:6][C:3]=1[C:4]#[N:5]. (8) Given the reactants [CH3:1][O:2][CH2:3][CH:4]1[CH2:9][CH2:8][CH2:7][N:6](C(OC(C)(C)C)=O)[CH2:5]1.[ClH:17], predict the reaction product. The product is: [ClH:17].[CH3:1][O:2][CH2:3][CH:4]1[CH2:9][CH2:8][CH2:7][NH:6][CH2:5]1. (9) Given the reactants [CH3:1][N:2]([CH3:27])[CH2:3][CH:4]([NH:12][C:13]1[C:22]2[C:17](=[C:18]([C:24]([NH2:26])=[O:25])[CH:19]=[C:20]([OH:23])[CH:21]=2)[N:16]=[CH:15][N:14]=1)[C:5]1[CH:10]=[CH:9][CH:8]=[C:7]([F:11])[CH:6]=1.C([O-])([O-])=O.[Cs+].[Cs+].[CH2:34](Br)[CH3:35], predict the reaction product. The product is: [CH3:1][N:2]([CH3:27])[CH2:3][CH:4]([NH:12][C:13]1[C:22]2[C:17](=[C:18]([C:24]([NH2:26])=[O:25])[CH:19]=[C:20]([O:23][CH2:34][CH3:35])[CH:21]=2)[N:16]=[CH:15][N:14]=1)[C:5]1[CH:10]=[CH:9][CH:8]=[C:7]([F:11])[CH:6]=1. (10) Given the reactants [O:1]=[C:2]1[CH2:11][CH2:10][CH2:9][C:8]2[CH:7]=[C:6]([C:12]#[N:13])[CH:5]=[CH:4][C:3]1=2.[Br:14]N1C(=O)CCC1=O.O.CC1C=CC(S(O)(=O)=O)=CC=1, predict the reaction product. The product is: [Br:14][CH:11]1[CH2:10][CH2:9][C:8]2[CH:7]=[C:6]([C:12]#[N:13])[CH:5]=[CH:4][C:3]=2[C:2]1=[O:1].